From a dataset of M1 muscarinic receptor antagonist screen with 61,756 compounds. Binary Classification. Given a drug SMILES string, predict its activity (active/inactive) in a high-throughput screening assay against a specified biological target. (1) The drug is O(c1cc(n2nnnc2)ccc1)CC(=O)Nc1c(OCC)cccc1. The result is 0 (inactive). (2) The compound is S1C(Cc2c3c=4n(CCN4)cnc3sc2C1)(C)C. The result is 1 (active). (3) The molecule is O(CC(=O)c1c(n(c(c1)C)CCOC)C)C(=O)c1c(n(nc1C)Cc1ccccc1)C. The result is 0 (inactive). (4) The compound is S(=O)(=O)(CC=1NC(=O)NC(C1C(OCC)=O)c1ccccc1)c1ccccc1. The result is 0 (inactive). (5) The compound is S(=O)(=O)(N(CC(=O)Nc1cc(ccc1)C)C)c1[nH]cnc1. The result is 0 (inactive). (6) The molecule is O(C1=C/C(=c2\[nH][nH]cc2C(=O)c2ccccc2)C(=O)C=C1)C. The result is 0 (inactive).